Dataset: NCI-60 drug combinations with 297,098 pairs across 59 cell lines. Task: Regression. Given two drug SMILES strings and cell line genomic features, predict the synergy score measuring deviation from expected non-interaction effect. (1) Drug 1: CN1CCC(CC1)COC2=C(C=C3C(=C2)N=CN=C3NC4=C(C=C(C=C4)Br)F)OC. Drug 2: CC1=C2C(C(=O)C3(C(CC4C(C3C(C(C2(C)C)(CC1OC(=O)C(C(C5=CC=CC=C5)NC(=O)C6=CC=CC=C6)O)O)OC(=O)C7=CC=CC=C7)(CO4)OC(=O)C)O)C)OC(=O)C. Cell line: NCI-H522. Synergy scores: CSS=65.7, Synergy_ZIP=2.39, Synergy_Bliss=4.26, Synergy_Loewe=-1.89, Synergy_HSA=6.41. (2) Drug 1: C1CN1P(=S)(N2CC2)N3CC3. Drug 2: CCC1=C2CN3C(=CC4=C(C3=O)COC(=O)C4(CC)O)C2=NC5=C1C=C(C=C5)O. Cell line: NCI-H226. Synergy scores: CSS=11.5, Synergy_ZIP=0.289, Synergy_Bliss=3.92, Synergy_Loewe=-17.5, Synergy_HSA=1.59. (3) Drug 2: C(=O)(N)NO. Cell line: ACHN. Synergy scores: CSS=23.9, Synergy_ZIP=-5.35, Synergy_Bliss=1.31, Synergy_Loewe=-6.14, Synergy_HSA=2.87. Drug 1: C1CC(=O)NC(=O)C1N2CC3=C(C2=O)C=CC=C3N.